From a dataset of Retrosynthesis with 50K atom-mapped reactions and 10 reaction types from USPTO. Predict the reactants needed to synthesize the given product. (1) Given the product CCOc1cc(CNc2ncc(I)cc2N)ccc1OCc1ccc(OC)nc1, predict the reactants needed to synthesize it. The reactants are: CCOc1cc(CNc2ncc(I)cc2[N+](=O)[O-])ccc1OCc1ccc(OC)nc1. (2) Given the product COC(Cc1ccc(Cl)cc1NC1CCN(C(=O)OC(C)(C)C)CC1)OC, predict the reactants needed to synthesize it. The reactants are: CC(C)(C)OC(=O)N1CCC(=O)CC1.COC(Cc1ccc(Cl)cc1N)OC. (3) Given the product CC(C)C1=C2[C@H]3CC[C@@H]4[C@@]5(C)CC[C@H](OC(=O)CC(C)(C)C(=O)O)C(C)(C)[C@@H]5CC[C@@]4(C)[C@]3(C)CC[C@@]2(/C=C/C(=O)N[C@@H](C)c2cccc(Cl)c2)CC1=O, predict the reactants needed to synthesize it. The reactants are: CC(C)C1=C2[C@H]3CC[C@@H]4[C@@]5(C)CC[C@H](OC(=O)CC(C)(C)C(=O)OC(C)(C)C)C(C)(C)[C@@H]5CC[C@@]4(C)[C@]3(C)CC[C@@]2(/C=C/C(=O)N[C@@H](C)c2cccc(Cl)c2)CC1=O. (4) Given the product CCNC(=O)Cc1ccc(Oc2ccc(C(=O)NCC)cc2NS(=O)(=O)c2ccc(Cl)cc2Cl)c(OC)c1, predict the reactants needed to synthesize it. The reactants are: CCN.CCNC(=O)c1ccc(Oc2ccc(CC(=O)O)cc2OC)c(NS(=O)(=O)c2ccc(Cl)cc2Cl)c1. (5) The reactants are: O=C(COc1ccc2cc1CCc1cncc(c1)Nc1ncc(Cl)c(n1)N2)N1CCNCC1.O=C(Cl)c1ccc(F)cc1F. Given the product O=C(O)C(F)(F)F, predict the reactants needed to synthesize it. (6) Given the product CC(=O)N1CCN(c2cc(-n3ccccc3=O)ccc2-n2cc(CNC(=O)c3ccc(Cl)s3)nn2)CC1, predict the reactants needed to synthesize it. The reactants are: CC(=O)Cl.O=C(NCc1cn(-c2ccc(-n3ccccc3=O)cc2N2CCNCC2)nn1)c1ccc(Cl)s1. (7) The reactants are: C#Cc1cccc(Nc2ncnc3cc(OCC)c([N+](=O)[O-])cc23)c1. Given the product C#Cc1cccc(Nc2ncnc3cc(OCC)c(N)cc23)c1, predict the reactants needed to synthesize it.